Predict the reactants needed to synthesize the given product. From a dataset of Full USPTO retrosynthesis dataset with 1.9M reactions from patents (1976-2016). Given the product [CH2:1]([O:3][C:4]1[C:8]([CH2:9][CH2:10][CH2:11][O:12][C:24]2[CH:25]=[C:26]([CH:35]=[CH:36][CH:37]=2)[O:27][C:28]([CH3:34])([CH3:33])[C:29]([OH:31])=[O:30])=[CH:7][N:6]([C:13]2[CH:18]=[CH:17][C:16]([C:19]([F:21])([F:20])[F:22])=[CH:15][N:14]=2)[N:5]=1)[CH3:2], predict the reactants needed to synthesize it. The reactants are: [CH2:1]([O:3][C:4]1[C:8]([CH2:9][CH2:10][CH2:11][OH:12])=[CH:7][N:6]([C:13]2[CH:18]=[CH:17][C:16]([C:19]([F:22])([F:21])[F:20])=[CH:15][N:14]=2)[N:5]=1)[CH3:2].O[C:24]1[CH:25]=[C:26]([CH:35]=[CH:36][CH:37]=1)[O:27][C:28]([CH3:34])([CH3:33])[C:29]([O:31]C)=[O:30].C(P(CCCC)CCCC)CCC.N(C(N1CCCCC1)=O)=NC(N1CCCCC1)=O.